This data is from Full USPTO retrosynthesis dataset with 1.9M reactions from patents (1976-2016). The task is: Predict the reactants needed to synthesize the given product. (1) Given the product [C:1]1([C:21]2[CH:26]=[CH:25][CH:24]=[CH:23][CH:22]=2)[CH:2]=[CH:3][C:4]([C:7]([N:9]2[CH2:13][C:12](=[N:14][O:15][CH3:16])[CH2:11][C@H:10]2[C:17]2[N:18]=[C:42]([CH2:41][CH2:40][N:37]3[CH2:38][CH2:39][N:34]([C:32]([O:31][C:27]([CH3:28])([CH3:30])[CH3:29])=[O:33])[CH2:35][CH2:36]3)[O:20][N:19]=2)=[O:8])=[CH:5][CH:6]=1, predict the reactants needed to synthesize it. The reactants are: [C:1]1([C:21]2[CH:26]=[CH:25][CH:24]=[CH:23][CH:22]=2)[CH:6]=[CH:5][C:4]([C:7]([N:9]2[CH2:13][C:12](=[N:14][O:15][CH3:16])[CH2:11][C@H:10]2[C:17](=[N:19][OH:20])[NH2:18])=[O:8])=[CH:3][CH:2]=1.[C:27]([O:31][C:32]([N:34]1[CH2:39][CH2:38][N:37]([CH2:40][CH2:41][C:42](O)=O)[CH2:36][CH2:35]1)=[O:33])([CH3:30])([CH3:29])[CH3:28]. (2) Given the product [CH2:12]([NH:19][C:20]([C:22]1[S:26][C:25]([NH:27][C:6](=[O:7])[C:5]2[CH:9]=[CH:10][CH:11]=[C:3]([O:2][CH3:1])[CH:4]=2)=[N:24][C:23]=1[CH3:28])=[O:21])[C:13]1[CH:18]=[CH:17][CH:16]=[CH:15][CH:14]=1, predict the reactants needed to synthesize it. The reactants are: [CH3:1][O:2][C:3]1[CH:4]=[C:5]([CH:9]=[CH:10][CH:11]=1)[C:6](Cl)=[O:7].[CH2:12]([NH:19][C:20]([C:22]1[S:26][C:25]([NH2:27])=[N:24][C:23]=1[CH3:28])=[O:21])[C:13]1[CH:18]=[CH:17][CH:16]=[CH:15][CH:14]=1. (3) The reactants are: [CH:1]12[CH2:7][CH:4]([CH2:5][CH2:6]1)[CH2:3][CH:2]2[CH2:8][C:9]([NH2:11])=[O:10].C(Cl)(=O)[C:13](Cl)=[O:14].[CH3:18][N:19]1[CH:23]=[C:22]([C:24]2[CH:29]=[C:28]([O:30][C:31]3[CH:32]=[CH:33][C:34]([NH2:37])=[N:35][CH:36]=3)[CH:27]=[CH:26][N:25]=2)[CH:21]=[N:20]1.N1C=CC=CC=1. Given the product [CH:1]12[CH2:7][CH:4]([CH2:5][CH2:6]1)[CH2:3][CH:2]2[CH2:8][C:9]([NH:11][C:13](=[O:14])[NH:37][C:34]1[CH:33]=[CH:32][C:31]([O:30][C:28]2[CH:27]=[CH:26][N:25]=[C:24]([C:22]3[CH:21]=[N:20][N:19]([CH3:18])[CH:23]=3)[CH:29]=2)=[CH:36][N:35]=1)=[O:10], predict the reactants needed to synthesize it. (4) Given the product [C:12]([O:11][C:9]([N:20]1[CH2:21][CH2:22][CH2:23][C@@H:18]([OH:17])[CH2:19]1)=[O:10])([CH3:13])([CH3:14])[CH3:15], predict the reactants needed to synthesize it. The reactants are: [C:9](O[C:9]([O:11][C:12]([CH3:15])([CH3:14])[CH3:13])=[O:10])([O:11][C:12]([CH3:15])([CH3:14])[CH3:13])=[O:10].Cl.[OH:17][C@@H:18]1[CH2:23][CH2:22][CH2:21][NH:20][CH2:19]1.C(=O)([O-])O.[Na+]. (5) Given the product [NH:42]([C:2]1[N:11]=[CH:10][CH:9]=[C:8]2[C:3]=1[CH:4]=[C:5]([C:36]1[CH:41]=[CH:40][CH:39]=[CH:38][CH:37]=1)[C:6]([C:12]1[CH:17]=[CH:16][C:15]([CH2:18][N:19]3[CH2:24][CH2:23][CH:22]([C:25]4[NH:29][C:28]([C:30]5[N:35]=[CH:34][CH:33]=[CH:32][N:31]=5)=[N:27][N:26]=4)[CH2:21][CH2:20]3)=[CH:14][CH:13]=1)=[N:7]2)[NH2:43], predict the reactants needed to synthesize it. The reactants are: Cl[C:2]1[N:11]=[CH:10][CH:9]=[C:8]2[C:3]=1[CH:4]=[C:5]([C:36]1[CH:41]=[CH:40][CH:39]=[CH:38][CH:37]=1)[C:6]([C:12]1[CH:17]=[CH:16][C:15]([CH2:18][N:19]3[CH2:24][CH2:23][CH:22]([C:25]4[NH:29][C:28]([C:30]5[N:35]=[CH:34][CH:33]=[CH:32][N:31]=5)=[N:27][N:26]=4)[CH2:21][CH2:20]3)=[CH:14][CH:13]=1)=[N:7]2.[NH2:42][NH2:43]. (6) Given the product [Br:10][C:11]1[CH:12]=[C:13]([CH:16]=[CH:17][C:18]=1[O:19][CH2:20][O:21][CH2:22][CH2:23][O:24][CH3:25])[C:14]#[N:15], predict the reactants needed to synthesize it. The reactants are: C(N(C(C)C)CC)(C)C.[Br:10][C:11]1[CH:12]=[C:13]([CH:16]=[CH:17][C:18]=1[OH:19])[C:14]#[N:15].[CH3:20][O:21][CH2:22][CH2:23][O:24][CH2:25]Cl. (7) Given the product [Cl:1][C:2]1[CH:3]=[C:4]([C:9]2[CH:10]=[C:11]([C:12]([F:15])([F:14])[F:13])[N:20]3[N:21]=[CH:22][C:23]([C:24]4[CH:29]=[CH:28][N:27]=[C:26]([CH3:30])[CH:25]=4)=[C:19]3[N:18]=2)[CH:5]=[CH:6][C:7]=1[F:8], predict the reactants needed to synthesize it. The reactants are: [Cl:1][C:2]1[CH:3]=[C:4]([C:9](=O)[CH2:10][C:11](=O)[C:12]([F:15])([F:14])[F:13])[CH:5]=[CH:6][C:7]=1[F:8].[NH2:18][C:19]1[C:23]([C:24]2[CH:29]=[CH:28][N:27]=[C:26]([CH3:30])[CH:25]=2)=[CH:22][NH:21][N:20]=1.